Dataset: Catalyst prediction with 721,799 reactions and 888 catalyst types from USPTO. Task: Predict which catalyst facilitates the given reaction. Reactant: C[O:2][C:3]([C:5]1([C:8]2[CH:13]=[CH:12][C:11]([C:14]3[CH:19]=[CH:18][C:17]([N:20]4[C:24]([NH:25][C:26]([O:28][C@H:29]5[C:37]6[C:32](=[CH:33][CH:34]=[CH:35][CH:36]=6)[CH2:31][CH2:30]5)=[O:27])=[C:23]([CH3:38])[N:22]=[N:21]4)=[CH:16][CH:15]=3)=[CH:10][CH:9]=2)[CH2:7][CH2:6]1)=[O:4].C1COCC1.[Li+].[OH-].Cl. Product: [C@H:29]1([O:28][C:26]([NH:25][C:24]2[N:20]([C:17]3[CH:18]=[CH:19][C:14]([C:11]4[CH:10]=[CH:9][C:8]([C:5]5([C:3]([OH:4])=[O:2])[CH2:7][CH2:6]5)=[CH:13][CH:12]=4)=[CH:15][CH:16]=3)[N:21]=[N:22][C:23]=2[CH3:38])=[O:27])[C:37]2[C:32](=[CH:33][CH:34]=[CH:35][CH:36]=2)[CH2:31][CH2:30]1. The catalyst class is: 6.